Dataset: CYP3A4 inhibition data for predicting drug metabolism from PubChem BioAssay. Task: Regression/Classification. Given a drug SMILES string, predict its absorption, distribution, metabolism, or excretion properties. Task type varies by dataset: regression for continuous measurements (e.g., permeability, clearance, half-life) or binary classification for categorical outcomes (e.g., BBB penetration, CYP inhibition). Dataset: cyp3a4_veith. The drug is CCNc1ncc2nc(-c3ccc(F)cc3)c(=O)n(CCOC)c2n1. The result is 0 (non-inhibitor).